The task is: Regression. Given two drug SMILES strings and cell line genomic features, predict the synergy score measuring deviation from expected non-interaction effect.. This data is from NCI-60 drug combinations with 297,098 pairs across 59 cell lines. Cell line: NCI-H322M. Synergy scores: CSS=-0.0985, Synergy_ZIP=1.72, Synergy_Bliss=3.90, Synergy_Loewe=0.867, Synergy_HSA=0.278. Drug 2: CN1C2=C(C=C(C=C2)N(CCCl)CCCl)N=C1CCCC(=O)O.Cl. Drug 1: C1=CN(C=N1)CC(O)(P(=O)(O)O)P(=O)(O)O.